Dataset: NCI-60 drug combinations with 297,098 pairs across 59 cell lines. Task: Regression. Given two drug SMILES strings and cell line genomic features, predict the synergy score measuring deviation from expected non-interaction effect. (1) Drug 2: C1CNP(=O)(OC1)N(CCCl)CCCl. Cell line: SF-295. Drug 1: CCN(CC)CCCC(C)NC1=C2C=C(C=CC2=NC3=C1C=CC(=C3)Cl)OC. Synergy scores: CSS=0.319, Synergy_ZIP=0.779, Synergy_Bliss=4.30, Synergy_Loewe=-3.46, Synergy_HSA=1.81. (2) Drug 1: C1CC(=O)NC(=O)C1N2CC3=C(C2=O)C=CC=C3N. Drug 2: C1=NC2=C(N=C(N=C2N1C3C(C(C(O3)CO)O)O)F)N. Cell line: SK-MEL-28. Synergy scores: CSS=4.40, Synergy_ZIP=-3.73, Synergy_Bliss=-2.15, Synergy_Loewe=-7.05, Synergy_HSA=-1.72. (3) Drug 1: C1CCC(C1)C(CC#N)N2C=C(C=N2)C3=C4C=CNC4=NC=N3. Drug 2: CN1C2=C(C=C(C=C2)N(CCCl)CCCl)N=C1CCCC(=O)O.Cl. Cell line: LOX IMVI. Synergy scores: CSS=27.9, Synergy_ZIP=-3.35, Synergy_Bliss=2.82, Synergy_Loewe=6.65, Synergy_HSA=6.78. (4) Drug 1: C1=CN(C=N1)CC(O)(P(=O)(O)O)P(=O)(O)O. Drug 2: CC1=C(N=C(N=C1N)C(CC(=O)N)NCC(C(=O)N)N)C(=O)NC(C(C2=CN=CN2)OC3C(C(C(C(O3)CO)O)O)OC4C(C(C(C(O4)CO)O)OC(=O)N)O)C(=O)NC(C)C(C(C)C(=O)NC(C(C)O)C(=O)NCCC5=NC(=CS5)C6=NC(=CS6)C(=O)NCCC[S+](C)C)O. Cell line: NCI-H460. Synergy scores: CSS=35.4, Synergy_ZIP=2.66, Synergy_Bliss=1.25, Synergy_Loewe=-16.0, Synergy_HSA=0.929. (5) Drug 1: CC1OCC2C(O1)C(C(C(O2)OC3C4COC(=O)C4C(C5=CC6=C(C=C35)OCO6)C7=CC(=C(C(=C7)OC)O)OC)O)O. Drug 2: C1=C(C(=O)NC(=O)N1)N(CCCl)CCCl. Cell line: KM12. Synergy scores: CSS=40.2, Synergy_ZIP=5.33, Synergy_Bliss=4.61, Synergy_Loewe=10.8, Synergy_HSA=11.1. (6) Drug 1: C1=CC(=CC=C1CC(C(=O)O)N)N(CCCl)CCCl.Cl. Drug 2: C1=CN(C=N1)CC(O)(P(=O)(O)O)P(=O)(O)O. Cell line: NCIH23. Synergy scores: CSS=11.9, Synergy_ZIP=-3.92, Synergy_Bliss=-0.765, Synergy_Loewe=-0.987, Synergy_HSA=-0.926. (7) Drug 1: C1=CC(=CC=C1C#N)C(C2=CC=C(C=C2)C#N)N3C=NC=N3. Drug 2: CC1=C(C(CCC1)(C)C)C=CC(=CC=CC(=CC(=O)O)C)C. Cell line: CCRF-CEM. Synergy scores: CSS=1.92, Synergy_ZIP=-3.51, Synergy_Bliss=-13.8, Synergy_Loewe=-2.81, Synergy_HSA=-10.1. (8) Drug 1: CC1=C(C(=CC=C1)Cl)NC(=O)C2=CN=C(S2)NC3=CC(=NC(=N3)C)N4CCN(CC4)CCO. Drug 2: CCCCC(=O)OCC(=O)C1(CC(C2=C(C1)C(=C3C(=C2O)C(=O)C4=C(C3=O)C=CC=C4OC)O)OC5CC(C(C(O5)C)O)NC(=O)C(F)(F)F)O. Cell line: MDA-MB-231. Synergy scores: CSS=46.7, Synergy_ZIP=-0.177, Synergy_Bliss=0.797, Synergy_Loewe=-22.7, Synergy_HSA=3.68.